The task is: Predict which catalyst facilitates the given reaction.. This data is from Catalyst prediction with 721,799 reactions and 888 catalyst types from USPTO. Reactant: [Br:1][C:2]1[CH:3]=[C:4]2[C:9](=[CH:10][CH:11]=1)[C:8](=[O:12])[NH:7][C:6](=[O:13])[C:5]2=[CH:14]OC.[N:17]1([CH2:22][CH2:23][C:24]2[CH:29]=[CH:28][C:27]([NH2:30])=[CH:26][CH:25]=2)[CH2:21][CH2:20][CH2:19][CH2:18]1. Product: [Br:1][C:2]1[CH:3]=[C:4]2[C:9](=[CH:10][CH:11]=1)[C:8](=[O:12])[NH:7][C:6](=[O:13])[C:5]2=[CH:14][NH:30][C:27]1[CH:28]=[CH:29][C:24]([CH2:23][CH2:22][N:17]2[CH2:21][CH2:20][CH2:19][CH2:18]2)=[CH:25][CH:26]=1. The catalyst class is: 9.